This data is from Catalyst prediction with 721,799 reactions and 888 catalyst types from USPTO. The task is: Predict which catalyst facilitates the given reaction. (1) Reactant: C(OC([N:6]=[S:7]([CH3:33])([C:9]1[CH:14]=[CH:13][CH:12]=[C:11]([CH2:15][NH:16][C:17]2[CH:26]=[C:25]3[C:20]([C:21]([NH:27][C:28]4[S:29][CH:30]=[CH:31][N:32]=4)=[N:22][CH:23]=[N:24]3)=[CH:19][CH:18]=2)[CH:10]=1)=[O:8])=O)C.ClCCl.CO. Product: [CH3:33][S:7]([C:9]1[CH:14]=[CH:13][CH:12]=[C:11]([CH2:15][NH:16][C:17]2[CH:26]=[C:25]3[C:20]([C:21]([NH:27][C:28]4[S:29][CH:30]=[CH:31][N:32]=4)=[N:22][CH:23]=[N:24]3)=[CH:19][CH:18]=2)[CH:10]=1)(=[NH:6])=[O:8]. The catalyst class is: 5. (2) Reactant: C(O)C.O.NN.[CH3:7][N:8]1[C:14](=[O:15])[CH2:13][CH2:12][C:11]([CH3:17])([CH3:16])[C:10]2[CH:18]=[C:19]([N+:22]([O-])=O)[CH:20]=[CH:21][C:9]1=2. Product: [NH2:22][C:19]1[CH:20]=[CH:21][C:9]2[N:8]([CH3:7])[C:14](=[O:15])[CH2:13][CH2:12][C:11]([CH3:17])([CH3:16])[C:10]=2[CH:18]=1. The catalyst class is: 386. (3) Reactant: [CH3:1][CH:2]([N:4]1[C:12](/[CH:13]=[CH:14]/[C@H:15]([OH:24])[CH2:16][C@H:17]([OH:23])[CH2:18][C:19]([O:21]C)=[O:20])=[C:11]([C:25]2[CH:30]=[CH:29][C:28]([F:31])=[CH:27][CH:26]=2)[C:10]2[C:5]1=[CH:6][CH:7]=[CH:8][CH:9]=2)[CH3:3].[OH-].[Na+:33]. Product: [CH3:3][CH:2]([N:4]1[C:12](/[CH:13]=[CH:14]/[CH:15]([OH:24])[CH2:16][CH:17]([OH:23])[CH2:18][C:19]([O-:21])=[O:20])=[C:11]([C:25]2[CH:26]=[CH:27][C:28]([F:31])=[CH:29][CH:30]=2)[C:10]2[CH:9]=[CH:8][CH:7]=[CH:6][C:5]1=2)[CH3:1].[Na+:33]. The catalyst class is: 47. (4) Reactant: [C:1]([NH:4][C@@H:5]1[CH2:10][C@H:9]([NH:11][CH:12]([CH3:14])[CH3:13])[CH2:8][CH2:7][C@@H:6]1[N:15]1[CH2:19][CH2:18][C@H:17]([NH:20][C:21](=[O:30])[O:22][CH2:23][C:24]2[CH:29]=[CH:28][CH:27]=[CH:26][CH:25]=2)[C:16]1=[O:31])(=[O:3])[CH3:2].C=O.[CH2:34](N(CC)CC)C.C(O[BH-](OC(=O)C)OC(=O)C)(=O)C.[Na+]. Product: [C:1]([NH:4][C@@H:5]1[CH2:10][C@H:9]([N:11]([CH:12]([CH3:14])[CH3:13])[CH3:34])[CH2:8][CH2:7][C@@H:6]1[N:15]1[CH2:19][CH2:18][C@H:17]([NH:20][C:21](=[O:30])[O:22][CH2:23][C:24]2[CH:29]=[CH:28][CH:27]=[CH:26][CH:25]=2)[C:16]1=[O:31])(=[O:3])[CH3:2]. The catalyst class is: 4. (5) Reactant: [C:1]1([C:7]2[CH:8]=[C:9]([C:16]3[O:20][N:19]=[C:18]([C:21]4[CH:26]=[CH:25][C:24]([CH2:27][N:28]5[CH:32]=[C:31]([C:33]([OH:35])=[O:34])[CH:30]=[N:29]5)=[CH:23][CH:22]=4)[N:17]=3)[S:10][C:11]=2[C:12]([F:15])([F:14])[F:13])[CH:6]=[CH:5][CH:4]=[CH:3][CH:2]=1.[OH-].[Na+:37]. Product: [C:1]1([C:7]2[CH:8]=[C:9]([C:16]3[O:20][N:19]=[C:18]([C:21]4[CH:26]=[CH:25][C:24]([CH2:27][N:28]5[CH:32]=[C:31]([C:33]([O-:35])=[O:34])[CH:30]=[N:29]5)=[CH:23][CH:22]=4)[N:17]=3)[S:10][C:11]=2[C:12]([F:14])([F:15])[F:13])[CH:6]=[CH:5][CH:4]=[CH:3][CH:2]=1.[Na+:37]. The catalyst class is: 6. (6) Reactant: [N:1]12[CH2:8][CH2:7][C:4]([O:9][C:10](=[O:38])[NH:11][C:12]3[CH:17]=[C:16]([CH2:18][CH2:19][CH2:20][C:21]([NH:23][C:24]4[CH:29]=[CH:28][C:27]([CH:30]=O)=[CH:26][CH:25]=4)=[O:22])[CH:15]=[CH:14][C:13]=3[C:32]3[CH:37]=[CH:36][CH:35]=[CH:34][CH:33]=3)([CH2:5][CH2:6]1)[CH2:3][CH2:2]2.C(O)(=O)C.[NH2:43][CH2:44][C@@H:45]([C:54]1[CH:63]=[CH:62][C:61]([OH:64])=[C:60]2[C:55]=1[CH:56]=[CH:57][C:58](=[O:65])[NH:59]2)[O:46][Si:47]([C:50]([CH3:53])([CH3:52])[CH3:51])([CH3:49])[CH3:48].C(O[BH-](OC(=O)C)OC(=O)C)(=O)C.[Na+]. Product: [N:1]12[CH2:6][CH2:5][C:4]([O:9][C:10](=[O:38])[NH:11][C:12]3[CH:17]=[C:16]([CH2:18][CH2:19][CH2:20][C:21]([NH:23][C:24]4[CH:25]=[CH:26][C:27]([CH2:30][NH:43][CH2:44][C@H:45]([O:46][Si:47]([C:50]([CH3:53])([CH3:52])[CH3:51])([CH3:49])[CH3:48])[C:54]5[CH:63]=[CH:62][C:61]([OH:64])=[C:60]6[C:55]=5[CH:56]=[CH:57][C:58](=[O:65])[NH:59]6)=[CH:28][CH:29]=4)=[O:22])[CH:15]=[CH:14][C:13]=3[C:32]3[CH:33]=[CH:34][CH:35]=[CH:36][CH:37]=3)([CH2:7][CH2:8]1)[CH2:3][CH2:2]2. The catalyst class is: 254. (7) Reactant: C(C1C=C(C=CC2C=C(C)C([C:20]3[C:25](C)=[CH:24][N:23]=[CH:22][C:21]=3C)=C(C)C=2)C=C(C(C)(C)C)C=1O)(C)(C)C.[I:34][CH2:35][CH2:36][CH2:37][CH2:38][CH2:39][CH2:40][CH2:41][CH3:42]. Product: [I-:34].[CH2:35]([N+:23]1[CH:22]=[CH:21][CH:20]=[CH:25][CH:24]=1)[CH2:36][CH2:37][CH2:38][CH2:39][CH2:40][CH2:41][CH3:42]. The catalyst class is: 2. (8) Reactant: [Cl:1][C:2]1[CH:7]=[CH:6][C:5]([S:8]([C:11]2[CH:12]=[CH:13][C:14]3[O:23][C:22]4[CH2:21][CH2:20][N:19](C(OC(C)(C)C)=O)[CH2:18][C:17]=4[C:15]=3[CH:16]=2)(=[O:10])=[O:9])=[CH:4][CH:3]=1.Cl. Product: [ClH:1].[Cl:1][C:2]1[CH:7]=[CH:6][C:5]([S:8]([C:11]2[CH:12]=[CH:13][C:14]3[O:23][C:22]4[CH2:21][CH2:20][NH:19][CH2:18][C:17]=4[C:15]=3[CH:16]=2)(=[O:9])=[O:10])=[CH:4][CH:3]=1. The catalyst class is: 12. (9) Reactant: [OH-].[Na+].Cl[CH2:4][C@H:5]([OH:15])[CH2:6][C:7]1[CH:12]=[CH:11][C:10]([Cl:13])=[C:9]([Cl:14])[CH:8]=1.S(O)(O[CH2:20][CH2:21][NH2:22])(=O)=O.C1(C)C=CC=CC=1. Product: [Cl:14][C:9]1[CH:8]=[C:7]([CH:12]=[CH:11][C:10]=1[Cl:13])[CH2:6][C@H:5]1[O:15][CH2:20][CH2:21][NH:22][CH2:4]1. The catalyst class is: 72. (10) Reactant: [OH-].[Na+].[CH2:3]([O:5][C:6]([N:8]1[CH2:13][CH2:12][CH:11]([C:14]2[C:22]3[C:17](=[CH:18][CH:19]=[CH:20][CH:21]=3)[NH:16][CH:15]=2)[CH2:10][CH2:9]1)=[O:7])[CH3:4].[CH:23]1([CH2:26]Br)[CH2:25][CH2:24]1. Product: [CH2:3]([O:5][C:6]([N:8]1[CH2:13][CH2:12][CH:11]([C:14]2[C:22]3[C:17](=[CH:18][CH:19]=[CH:20][CH:21]=3)[N:16]([CH2:26][CH:23]3[CH2:25][CH2:24]3)[CH:15]=2)[CH2:10][CH2:9]1)=[O:7])[CH3:4]. The catalyst class is: 3.